This data is from Peptide-MHC class I binding affinity with 185,985 pairs from IEDB/IMGT. The task is: Regression. Given a peptide amino acid sequence and an MHC pseudo amino acid sequence, predict their binding affinity value. This is MHC class I binding data. (1) The MHC is H-2-Db with pseudo-sequence H-2-Db. The peptide sequence is NKKTFDHTLMS. The binding affinity (normalized) is 0. (2) The peptide sequence is RISGVDRYY. The MHC is Patr-A0401 with pseudo-sequence Patr-A0401. The binding affinity (normalized) is 0. (3) The peptide sequence is SVQLSNNKYV. The MHC is HLA-A02:06 with pseudo-sequence HLA-A02:06. The binding affinity (normalized) is 0.160. (4) The peptide sequence is AQLQAVPGA. The MHC is HLA-A68:02 with pseudo-sequence HLA-A68:02. The binding affinity (normalized) is 0. (5) The peptide sequence is DLDKVYEILK. The MHC is HLA-A31:01 with pseudo-sequence HLA-A31:01. The binding affinity (normalized) is 0.132. (6) The peptide sequence is DEKPKVMEG. The MHC is HLA-A03:01 with pseudo-sequence HLA-A03:01. The binding affinity (normalized) is 0.0847. (7) The peptide sequence is LSISNDLKSI. The MHC is H-2-Db with pseudo-sequence H-2-Db. The binding affinity (normalized) is 0.653. (8) The peptide sequence is FHVNPAFVL. The MHC is HLA-A02:19 with pseudo-sequence HLA-A02:19. The binding affinity (normalized) is 0.0847. (9) The peptide sequence is GITGGHIPK. The MHC is HLA-B15:01 with pseudo-sequence HLA-B15:01. The binding affinity (normalized) is 0.0847. (10) The MHC is HLA-A03:01 with pseudo-sequence HLA-A03:01. The peptide sequence is AFNDDGIYIR. The binding affinity (normalized) is 0.